From a dataset of Forward reaction prediction with 1.9M reactions from USPTO patents (1976-2016). Predict the product of the given reaction. Given the reactants [CH3:1][O:2][C:3](=[O:32])[C@H:4]([CH2:28][CH2:29][S:30][CH3:31])[NH:5][C:6](=[O:27])[C:7]1[CH:12]=[CH:11][C:10]([CH:13]=[CH:14][N:15]2[CH:19]=[CH:18][N:17]=[CH:16]2)=[CH:9][C:8]=1[C:20]1[CH:25]=[CH:24][CH:23]=[CH:22][C:21]=1[CH3:26], predict the reaction product. The product is: [CH3:1][O:2][C:3](=[O:32])[C@H:4]([CH2:28][CH2:29][S:30][CH3:31])[NH:5][C:6](=[O:27])[C:7]1[CH:12]=[CH:11][C:10]([CH2:13][CH2:14][N:15]2[CH:19]=[CH:18][N:17]=[CH:16]2)=[CH:9][C:8]=1[C:20]1[CH:25]=[CH:24][CH:23]=[CH:22][C:21]=1[CH3:26].